This data is from NCI-60 drug combinations with 297,098 pairs across 59 cell lines. The task is: Regression. Given two drug SMILES strings and cell line genomic features, predict the synergy score measuring deviation from expected non-interaction effect. (1) Synergy scores: CSS=16.9, Synergy_ZIP=-0.484, Synergy_Bliss=-1.95, Synergy_Loewe=-41.3, Synergy_HSA=-3.64. Drug 1: CCCS(=O)(=O)NC1=C(C(=C(C=C1)F)C(=O)C2=CNC3=C2C=C(C=N3)C4=CC=C(C=C4)Cl)F. Drug 2: C1=NC2=C(N=C(N=C2N1C3C(C(C(O3)CO)O)F)Cl)N. Cell line: HCT-15. (2) Drug 1: C1=CC(=CC=C1C#N)C(C2=CC=C(C=C2)C#N)N3C=NC=N3. Drug 2: COC1=NC(=NC2=C1N=CN2C3C(C(C(O3)CO)O)O)N. Cell line: HS 578T. Synergy scores: CSS=-0.0650, Synergy_ZIP=0.423, Synergy_Bliss=0.203, Synergy_Loewe=-1.73, Synergy_HSA=-1.62.